Dataset: Reaction yield outcomes from USPTO patents with 853,638 reactions. Task: Predict the reaction yield, written as a fraction of the theoretical maximum amount of product (1.0 means a 100% yield; for example, 0.34 means a 34% yield). (1) The reactants are [CH2:1]([N:8]([CH3:12])[CH2:9][CH2:10]O)[C:2]1[CH:7]=[CH:6][CH:5]=[CH:4][CH:3]=1.O=S(Cl)[Cl:15]. No catalyst specified. The product is [Cl-:15].[CH2:1]([NH+:8]([CH3:12])[CH2:9][CH2:10][Cl:15])[C:2]1[CH:7]=[CH:6][CH:5]=[CH:4][CH:3]=1. The yield is 1.00. (2) The reactants are [Br:1][C:2]1[CH:7]=[C:6]([CH:8]([CH3:10])[CH3:9])[CH:5]=[CH:4][C:3]=1[NH2:11].[CH2:12](O)[CH:13](O)[CH2:14]O.[Na+].[N+](C1C=C(S([O-])(=O)=O)C=CC=1)([O-])=O.[OH-].[Na+]. The catalyst is CS(O)(=O)=O. The product is [Br:1][C:2]1[CH:7]=[C:6]([CH:8]([CH3:9])[CH3:10])[CH:5]=[C:4]2[C:3]=1[N:11]=[CH:14][CH:13]=[CH:12]2. The yield is 0.650. (3) The reactants are [CH3:1][C:2]1([CH3:15])[CH2:11][CH2:10][C:9]([CH3:13])([CH3:12])[C:8]2[CH:7]=[C:6]([NH2:14])[CH:5]=[CH:4][C:3]1=2.C(N(CC)CC)C.[C:23](Cl)(=[O:29])[CH2:24][CH2:25][CH2:26][CH2:27][CH3:28]. The catalyst is ClCCl. The product is [CH3:1][C:2]1([CH3:15])[CH2:11][CH2:10][C:9]([CH3:13])([CH3:12])[C:8]2[CH:7]=[C:6]([NH:14][C:23](=[O:29])[CH2:24][CH2:25][CH2:26][CH2:27][CH3:28])[CH:5]=[CH:4][C:3]1=2. The yield is 1.00.